From a dataset of Reaction yield outcomes from USPTO patents with 853,638 reactions. Predict the reaction yield, written as a fraction of the theoretical maximum amount of product (1.0 means a 100% yield; for example, 0.34 means a 34% yield). (1) The reactants are [NH2:1][C:2]1[C:7]([CH3:8])=[CH:6][C:5](Br)=[CH:4][N:3]=1.[Cl:10][C:11]1[CH:16]=[CH:15][C:14](B(O)O)=[CH:13][CH:12]=1. No catalyst specified. The product is [Cl:10][C:11]1[CH:16]=[CH:15][C:14]([C:5]2[CH:6]=[C:7]([CH3:8])[C:2]([NH2:1])=[N:3][CH:4]=2)=[CH:13][CH:12]=1. The yield is 0.830. (2) The reactants are [Cl:1][C:2]1[C:3]([O:12][C:13]2[CH:18]=[C:17]([OH:19])[CH:16]=[CH:15][C:14]=2[CH2:20][CH2:21][C:22]([O:24][CH2:25][CH3:26])=[O:23])=[N:4][CH:5]=[C:6]([C:8]([F:11])([F:10])[F:9])[CH:7]=1.O[CH2:28][CH2:29][N:30]1[CH2:35][CH2:34][O:33][CH2:32][CH2:31]1.C(P(CCCC)CCCC)CCC.N(C(N1CCCCC1)=O)=NC(N1CCCCC1)=O. The catalyst is O1CCCC1. The product is [Cl:1][C:2]1[C:3]([O:12][C:13]2[CH:18]=[C:17]([O:19][CH2:28][CH2:29][N:30]3[CH2:35][CH2:34][O:33][CH2:32][CH2:31]3)[CH:16]=[CH:15][C:14]=2[CH2:20][CH2:21][C:22]([O:24][CH2:25][CH3:26])=[O:23])=[N:4][CH:5]=[C:6]([C:8]([F:9])([F:11])[F:10])[CH:7]=1. The yield is 0.810. (3) The product is [Br:1][C:2]1[CH:10]=[C:6]([C:7]([N:28]=[S@:26]([CH2:29][C:30]([O:32][CH2:33][CH3:34])=[O:31])([C:20]2[CH:25]=[CH:24][CH:23]=[CH:22][CH:21]=2)=[O:27])=[O:9])[CH:5]=[N:4][CH:3]=1. The catalyst is CN(C=O)C. The reactants are [Br:1][C:2]1[CH:3]=[N:4][CH:5]=[C:6]([CH:10]=1)[C:7]([OH:9])=O.C(N(CC)C(C)C)(C)C.[C:20]1([S:26]([CH2:29][C:30]([O:32][CH2:33][CH3:34])=[O:31])(=[NH:28])=[O:27])[CH:25]=[CH:24][CH:23]=[CH:22][CH:21]=1.F[P-](F)(F)(F)(F)F.N1(O[P+](N(C)C)(N(C)C)N(C)C)C2C=CC=CC=2N=N1. The yield is 0.340. (4) The reactants are N1C2C(=NC=CC=2)N([N:10]2[C:14](/[CH:15]=[C:16]3\[C:17](=[O:26])[NH:18][C:19]4[C:24]\3=[CH:23][C:22]([F:25])=[CH:21][CH:20]=4)=[C:13]([CH3:27])[C:12]([C:28]([O-:30])=O)=[C:11]2[CH3:31])N=1.[NH2:32][C@@H:33]1[CH2:37][O:36][N:35]([CH:38]2[CH2:43][CH2:42][O:41][CH2:40][CH2:39]2)[C:34]1=[O:44].CCN(C(C)C)C(C)C. The catalyst is CN(C=O)C. The product is [O:44]=[C:34]1[C@H:33]([NH:32][C:28]([C:12]2[C:13]([CH3:27])=[C:14](/[CH:15]=[C:16]3\[C:17](=[O:26])[NH:18][C:19]4[C:24]\3=[CH:23][C:22]([F:25])=[CH:21][CH:20]=4)[NH:10][C:11]=2[CH3:31])=[O:30])[CH2:37][O:36][N:35]1[CH:38]1[CH2:43][CH2:42][O:41][CH2:40][CH2:39]1. The yield is 0.620.